Dataset: Catalyst prediction with 721,799 reactions and 888 catalyst types from USPTO. Task: Predict which catalyst facilitates the given reaction. (1) Reactant: [Br:1][C:2]1[C:3]([O:9][CH2:10][C:11]#[CH:12])=[N:4][C:5](Cl)=[N:6][CH:7]=1.[NH2:13][C:14]1[CH:15]=[C:16]([CH:21]=[C:22]([NH2:24])[CH:23]=1)[C:17]([O:19][CH3:20])=[O:18].Cl. Product: [CH3:20][O:19][C:17](=[O:18])[C:16]1[CH:21]=[C:22]([NH:24][C:5]2[N:4]=[C:3]([O:9][CH2:10][C:11]#[CH:12])[C:2]([Br:1])=[CH:7][N:6]=2)[CH:23]=[C:14]([NH2:13])[CH:15]=1. The catalyst class is: 5. (2) Product: [OH:16][C:17]1[CH:18]=[CH:19][C:20]([N:23]2[CH2:28][CH2:27][N:26]([C:9]([O:11][C:12]([CH3:13])([CH3:14])[CH3:15])=[O:10])[CH2:25][CH2:24]2)=[CH:21][CH:22]=1. The catalyst class is: 9. Reactant: [C:9](O[C:9]([O:11][C:12]([CH3:15])([CH3:14])[CH3:13])=[O:10])([O:11][C:12]([CH3:15])([CH3:14])[CH3:13])=[O:10].[OH:16][C:17]1[CH:22]=[CH:21][C:20]([N:23]2[CH2:28][CH2:27][NH:26][CH2:25][CH2:24]2)=[CH:19][CH:18]=1. (3) Reactant: [CH2:1]([O:8][C@H:9]([CH3:23])[C@H:10]([NH:15][C:16]([O:18][C:19]([CH3:22])([CH3:21])[CH3:20])=[O:17])[CH2:11][C:12]([OH:14])=O)[C:2]1[CH:7]=[CH:6][CH:5]=[CH:4][CH:3]=1.[CH3:24][C:25]1(C)OC(=O)CC(=O)[O:26]1.Cl.CN(C)CCCN=C=NCC. Product: [CH2:1]([O:8][C@@H:9]([C@H:10]1[CH2:11][C:12](=[O:14])[CH2:24][C:25](=[O:26])[N:15]1[C:16]([O:18][C:19]([CH3:22])([CH3:21])[CH3:20])=[O:17])[CH3:23])[C:2]1[CH:3]=[CH:4][CH:5]=[CH:6][CH:7]=1. The catalyst class is: 143. (4) Product: [Br:26][C:27]1[CH:32]=[CH:31][CH:30]=[C:29]([N+:33]([O-:35])=[O:34])[C:28]=1[O:3][C:4]1([C:7]([O:9][CH3:10])=[O:8])[CH2:6][CH2:5]1. Reactant: [H-].[Na+].[OH:3][C:4]1([C:7]([O:9][CH3:10])=[O:8])[CH2:6][CH2:5]1.C1OCCOCCOCCOCCOC1.[Br:26][C:27]1[CH:32]=[CH:31][CH:30]=[C:29]([N+:33]([O-:35])=[O:34])[C:28]=1F. The catalyst class is: 7. (5) Reactant: [N+:1]([C:3]1[CH:4]=[C:5]2[C:9](=[CH:10][CH:11]=1)[C:8](=O)[CH2:7][CH2:6]2)#[C-:2].[Si:13]([O:20][NH2:21])([C:16]([CH3:19])([CH3:18])[CH3:17])([CH3:15])[CH3:14].S(O)(C1C=CC(C)=CC=1)(=O)=O.O. Product: [Si:13]([O:20][N:21]=[C:8]1[C:9]2[C:5](=[CH:4][C:3]([N+:1]#[C-:2])=[CH:11][CH:10]=2)[CH2:6][CH2:7]1)([C:16]([CH3:19])([CH3:18])[CH3:17])([CH3:15])[CH3:14]. The catalyst class is: 22. (6) Reactant: O.[OH-].[Li+].C[O:5][C:6]([C:8]1([F:23])[C:13](=[O:14])[CH:12]([F:15])[CH2:11][N:10]([C:16]([O:18][C:19]([CH3:22])([CH3:21])[CH3:20])=[O:17])[CH2:9]1)=[O:7].Cl. Product: [C:19]([O:18][C:16]([N:10]1[CH2:11][CH:12]([F:15])[C:13](=[O:14])[C:8]([F:23])([C:6]([OH:7])=[O:5])[CH2:9]1)=[O:17])([CH3:22])([CH3:20])[CH3:21]. The catalyst class is: 24. (7) Reactant: [CH2:1]([O:8][C:9]1[C:10](Cl)=[N:11][CH:12]=[C:13]([CH:19]=1)[C:14]([O:16][CH2:17][CH3:18])=[O:15])[C:2]1[CH:7]=[CH:6][CH:5]=[CH:4][CH:3]=1.[NH2:21][C:22]([O:24][C:25]([CH3:28])([CH3:27])[CH3:26])=[O:23].CC(C1C=C(C(C)C)C(C2C=CC=CC=2P(C2CCCCC2)C2CCCCC2)=C(C(C)C)C=1)C.[O-]P([O-])([O-])=O.[K+].[K+].[K+]. Product: [CH2:1]([O:8][C:9]1[C:10]([NH:21][C:22]([O:24][C:25]([CH3:28])([CH3:27])[CH3:26])=[O:23])=[N:11][CH:12]=[C:13]([CH:19]=1)[C:14]([O:16][CH2:17][CH3:18])=[O:15])[C:2]1[CH:7]=[CH:6][CH:5]=[CH:4][CH:3]=1. The catalyst class is: 443. (8) Reactant: [F:1][C:2]([S:5][C:6]1[CH:14]=[CH:13][C:9]([C:10]([OH:12])=[O:11])=[CH:8][CH:7]=1)([F:4])[F:3].[OH:15]OS([O-])=O.[K+].[OH2:21]. Product: [F:1][C:2]([F:4])([F:3])[S:5]([C:6]1[CH:14]=[CH:13][C:9]([C:10]([OH:12])=[O:11])=[CH:8][CH:7]=1)(=[O:15])=[O:21]. The catalyst class is: 125. (9) Reactant: C(OC([NH:8][CH2:9][CH2:10][CH2:11][C@H:12]([NH:16][C:17]([C:19]1[C:20](=[O:33])[N:21]([CH2:25][C:26]2[CH:31]=[CH:30][CH:29]=[C:28]([Cl:32])[CH:27]=2)[CH:22]=[CH:23][CH:24]=1)=[O:18])[C:13]([OH:15])=[O:14])=O)(C)(C)C.[C:34]([OH:40])([C:36]([F:39])([F:38])[F:37])=[O:35]. Product: [NH2:8][CH2:9][CH2:10][CH2:11][C@H:12]([NH:16][C:17]([C:19]1[C:20](=[O:33])[N:21]([CH2:25][C:26]2[CH:31]=[CH:30][CH:29]=[C:28]([Cl:32])[CH:27]=2)[CH:22]=[CH:23][CH:24]=1)=[O:18])[C:13]([OH:15])=[O:14].[C:34]([OH:40])([C:36]([F:39])([F:38])[F:37])=[O:35]. The catalyst class is: 4. (10) Reactant: [C:1]1([C:10](OCC)=[O:11])[C:2]2[N:3]([CH:7]=[CH:8][CH:9]=2)[CH2:4][CH2:5][N:6]=1.[H-].[H-].[H-].[H-].[Li+].[Al+3]. Product: [CH:1]1([CH2:10][OH:11])[NH:6][CH2:5][CH2:4][N:3]2[CH:7]=[CH:8][CH:9]=[C:2]12. The catalyst class is: 1.